From a dataset of Catalyst prediction with 721,799 reactions and 888 catalyst types from USPTO. Predict which catalyst facilitates the given reaction. (1) Reactant: [Br:1][C:2]1[CH:7]=[CH:6][C:5]([C:8]2[O:12][N:11]=[CH:10][C:9]=2[CH2:13][CH2:14][C:15](OC)=[O:16])=[CH:4][CH:3]=1.[H-].C([Al+]CC(C)C)C(C)C.Cl. Product: [Br:1][C:2]1[CH:3]=[CH:4][C:5]([C:8]2[O:12][N:11]=[CH:10][C:9]=2[CH2:13][CH2:14][CH2:15][OH:16])=[CH:6][CH:7]=1. The catalyst class is: 7. (2) Reactant: [NH:1]1[CH2:6][CH2:5][CH:4]([CH2:7][CH2:8][OH:9])[CH2:3][CH2:2]1.Br[C:11]1[CH:16]=[CH:15][N:14]2[C:17]3[CH:23]=[CH:22][CH:21]=[CH:20][C:18]=3[N:19]=[C:13]2[N:12]=1.C([O-])([O-])=O.[Na+].[Na+]. Product: [N:12]1[C:13]2[N:14]([C:17]3[CH:23]=[CH:22][CH:21]=[CH:20][C:18]=3[N:19]=2)[CH:15]=[CH:16][C:11]=1[N:1]1[CH2:6][CH2:5][CH:4]([CH2:7][CH2:8][OH:9])[CH2:3][CH2:2]1. The catalyst class is: 3. (3) Reactant: Cl.[NH:2]([CH2:4][C:5]([O:7][CH2:8][CH3:9])=[O:6])[NH2:3].C(N(CC)CC)C.[C:17](OCC)(=[O:22])[CH2:18][C:19]([CH3:21])=O. Product: [CH2:8]([O:7][C:5](=[O:6])[CH2:4][N:2]1[C:17](=[O:22])[CH2:18][C:19]([CH3:21])=[N:3]1)[CH3:9]. The catalyst class is: 8. (4) Reactant: Cl[CH:2]([C:15]1[CH:20]=[CH:19][CH:18]=[CH:17][CH:16]=1)[C:3]([C:5]1[C:13]2[C:8](=[CH:9][C:10]([Cl:14])=[CH:11][CH:12]=2)[NH:7][CH:6]=1)=[O:4].[CH3:21][O:22][C:23]1[CH:24]=[C:25]([CH:27]=[C:28]([O:30][CH3:31])[CH:29]=1)[NH2:26].CCN(C(C)C)C(C)C. Product: [Cl:14][C:10]1[CH:9]=[C:8]2[C:13]([C:5]([C:3](=[O:4])[CH:2]([NH:26][C:25]3[CH:27]=[C:28]([O:30][CH3:31])[CH:29]=[C:23]([O:22][CH3:21])[CH:24]=3)[C:15]3[CH:20]=[CH:19][CH:18]=[CH:17][CH:16]=3)=[CH:6][NH:7]2)=[CH:12][CH:11]=1. The catalyst class is: 8. (5) Reactant: [CH3:1][C:2]1[C:10]2[C:6](=[CH:7][N:8]([CH2:11][O:12][CH2:13][CH2:14][Si:15]([CH3:18])([CH3:17])[CH3:16])[N:9]=2)[CH:5]=[C:4]([CH2:19][C@@H:20]([O:24][C:25]([N:27]2[CH2:32][CH2:31][CH:30]([C:33]3[C:34](=[O:43])[NH:35][C:36]4[C:41]([CH:42]=3)=[CH:40][CH:39]=[CH:38][CH:37]=4)[CH2:29][CH2:28]2)=[O:26])[C:21]([OH:23])=O)[CH:3]=1.[F:44][C:45]1[CH:54]=[CH:53][C:48]([C:49](=[N:51]O)[NH2:50])=[CH:47][CH:46]=1.Cl.CN(C)CCCN=C=NCC. Product: [O:43]=[C:34]1[C:33]([CH:30]2[CH2:29][CH2:28][N:27]([C:25]([O:24][C@@H:20]([C:21]3[O:23][N:51]=[C:49]([C:48]4[CH:53]=[CH:54][C:45]([F:44])=[CH:46][CH:47]=4)[N:50]=3)[CH2:19][C:4]3[CH:3]=[C:2]([CH3:1])[C:10]4[C:6](=[CH:7][N:8]([CH2:11][O:12][CH2:13][CH2:14][Si:15]([CH3:16])([CH3:18])[CH3:17])[N:9]=4)[CH:5]=3)=[O:26])[CH2:32][CH2:31]2)=[CH:42][C:41]2[C:36](=[CH:37][CH:38]=[CH:39][CH:40]=2)[NH:35]1. The catalyst class is: 270. (6) Reactant: [CH3:1][C:2]1[N:6]2[C:7]3[CH:13]=[C:12]([CH3:14])[N:11]([CH2:15][C:16]4[CH:17]=[C:18]([CH:20]=[CH:21][CH:22]=4)[NH2:19])[C:8]=3[CH:9]=[CH:10][C:5]2=[N:4][N:3]=1.C([N:25]([CH2:28]C)CC)C.ClC(Cl)([O:33]C(=O)OC(Cl)(Cl)Cl)Cl.[NH4+].[OH-]. Product: [CH3:1][C:2]1[N:6]2[C:7]3[CH:13]=[C:12]([CH3:14])[N:11]([CH2:15][C:16]4[CH:17]=[C:18]([NH:19][C:28]([NH2:25])=[O:33])[CH:20]=[CH:21][CH:22]=4)[C:8]=3[CH:9]=[CH:10][C:5]2=[N:4][N:3]=1. The catalyst class is: 76.